This data is from hERG channel blocking data for cardiac toxicity assessment. The task is: Regression/Classification. Given a drug SMILES string, predict its toxicity properties. Task type varies by dataset: regression for continuous values (e.g., LD50, hERG inhibition percentage) or binary classification for toxic/non-toxic outcomes (e.g., AMES mutagenicity, cardiotoxicity, hepatotoxicity). Dataset: herg. (1) The drug is CCCN1CCCC[C@@H]1C(=O)Nc1c(C)cccc1C. The result is 1 (blocker). (2) The molecule is COc1ccc(CC[NH+](C)CCC[C@@](C#N)(c2ccc(OC)c(OC)c2)C(C)C)cc1OC. The result is 1 (blocker). (3) The compound is CCC(=O)O[C@](Cc1ccccc1)(c1ccccc1)[C@H](C)C[NH2+]C. The result is 1 (blocker). (4) The molecule is CC(C)NC(=[NH2+])NC(=[NH2+])Nc1ccc(Cl)cc1. The result is 0 (non-blocker). (5) The compound is CN1CCN(CCCN2c3ccccc3Sc3ccc(C(F)(F)F)cc32)CC1. The result is 1 (blocker).